The task is: Predict the product of the given reaction.. This data is from Forward reaction prediction with 1.9M reactions from USPTO patents (1976-2016). (1) Given the reactants [F:1][C:2]([F:7])([F:6])[C:3]([O-:5])=[O:4].[F:8][C:9]1[CH:23]=[CH:22][C:21]([CH2:24][C:25]2[N:30]3[CH:31]=[CH:32][CH:33]=[C:29]3[C:28](=[O:34])[NH:27][CH:26]=2)=[CH:20][C:10]=1[C:11]([N:13]1[CH2:19][CH2:18][CH2:17][NH2+:16][CH2:15][CH2:14]1)=[O:12].C=O.[CH3:37]C([O-])=O.[Na+], predict the reaction product. The product is: [F:1][C:2]([F:7])([F:6])[C:3]([O-:5])=[O:4].[F:8][C:9]1[CH:23]=[CH:22][C:21]([CH2:24][C:25]2[N:30]3[CH:31]=[CH:32][CH:33]=[C:29]3[C:28](=[O:34])[NH:27][CH:26]=2)=[CH:20][C:10]=1[C:11]([N:13]1[CH2:19][CH2:18][CH2:17][NH+:16]([CH3:37])[CH2:15][CH2:14]1)=[O:12]. (2) Given the reactants CC([N:5]([CH2:9][CH2:10][C:11]1[CH:16]=[CH:15][CH:14]=[C:13]([C:17]2[C:25]3[C:20](=[N:21][CH:22]=[C:23]([C:26]4[CH:31]=[CH:30][CH:29]=[C:28]([S:32]([CH3:35])(=[O:34])=[O:33])[CH:27]=4)[CH:24]=3)[NH:19][CH:18]=2)[CH:12]=1)C(=O)[O-])(C)C.FC(F)(F)C(O)=O, predict the reaction product. The product is: [CH3:35][S:32]([C:28]1[CH:27]=[C:26]([C:23]2[CH:24]=[C:25]3[C:17]([C:13]4[CH:12]=[C:11]([CH2:10][CH2:9][NH2:5])[CH:16]=[CH:15][CH:14]=4)=[CH:18][NH:19][C:20]3=[N:21][CH:22]=2)[CH:31]=[CH:30][CH:29]=1)(=[O:33])=[O:34]. (3) Given the reactants [O:1]=[C:2]1[NH:10][C:5]2[N:6]=[CH:7][N:8]=[CH:9][C:4]=2[C@@:3]21[CH2:25][C:13]1=[N:14][CH:15]=[C:16]([C:18]([O:20]C(C)(C)C)=[O:19])[CH:17]=[C:12]1[CH2:11]2.[ClH:26].[CH2:27]([N:29]([CH2:32][CH3:33])[CH2:30][CH3:31])[CH3:28], predict the reaction product. The product is: [O:1]=[C:2]1[NH:10][C:5]2[N:6]=[CH:7][N:8]=[CH:9][C:4]=2[C@@:3]21[CH2:25][C:13]1=[N:14][CH:15]=[C:16]([C:18]([OH:20])=[O:19])[CH:17]=[C:12]1[CH2:11]2.[ClH:26].[ClH:26].[CH2:27]([N:29]([CH2:32][CH3:33])[CH2:30][CH3:31])[CH3:28]. (4) The product is: [F:18][P-:19]([F:24])([F:23])([F:22])([F:21])[F:20].[CH2:14]([N:11]([CH2:12][CH3:13])[CH:10]=[N+:9]([CH2:16][CH3:17])[CH2:7][CH3:8])[CH3:15]. Given the reactants COS([O-])(=O)=O.[CH2:7]([N:9]([CH2:16][CH3:17])[CH:10]=[N+:11]([CH2:14][CH3:15])[CH2:12][CH3:13])[CH3:8].[F:18][P-:19]([F:24])([F:23])([F:22])([F:21])[F:20].[NH4+], predict the reaction product. (5) Given the reactants [Br:1][C:2]1[CH:7]=[CH:6][CH:5]=[CH:4][C:3]=1[N:8]1[CH:12]=[CH:11][CH:10]=[C:9]1[CH:13]=[CH:14][CH:15]=O.C(=O)(O)O.[NH2:21][NH:22][C:23]([NH2:25])=[NH:24].[C:26]([OH:29])(=[O:28])[CH3:27], predict the reaction product. The product is: [C:26]([O-:29])(=[O:28])[CH3:27].[Br:1][C:2]1[CH:7]=[CH:6][CH:5]=[CH:4][C:3]=1[N:8]1[CH:12]=[CH:11][CH:10]=[C:9]1[CH:13]=[CH:14][CH:15]=[N:21][NH:22][C:23]([NH2:25])=[NH2+:24]. (6) Given the reactants [CH2:1]([O:3][C:4](=[O:20])[CH:5]([NH:16][C:17](=[O:19])[CH3:18])[C:6]([C:8]1[CH:13]=[CH:12][CH:11]=[C:10]([O:14][CH3:15])[CH:9]=1)=O)[CH3:2].COC(C1N=C(N(C)C)SC=1C1C=CC=C(OC)C=1)=O, predict the reaction product. The product is: [CH2:1]([O:3][C:4]([C:5]1[N:16]=[C:17]([CH3:18])[O:19][C:6]=1[C:8]1[CH:13]=[CH:12][CH:11]=[C:10]([O:14][CH3:15])[CH:9]=1)=[O:20])[CH3:2].